This data is from Full USPTO retrosynthesis dataset with 1.9M reactions from patents (1976-2016). The task is: Predict the reactants needed to synthesize the given product. Given the product [Cl:1][C:2]1[N:3]=[CH:4][CH:5]=[C:6]2[CH:10]=[N:9][N:8]([CH:12]3[CH2:13][CH2:14][CH2:15][CH2:16][O:11]3)[C:7]=12, predict the reactants needed to synthesize it. The reactants are: [Cl:1][C:2]1[N:3]=[CH:4][CH:5]=[C:6]2[CH:10]=[N:9][NH:8][C:7]=12.[O:11]1[CH:16]=[CH:15][CH2:14][CH2:13][CH2:12]1.